Dataset: NCI-60 drug combinations with 297,098 pairs across 59 cell lines. Task: Regression. Given two drug SMILES strings and cell line genomic features, predict the synergy score measuring deviation from expected non-interaction effect. (1) Drug 1: CC1C(C(CC(O1)OC2CC(CC3=C2C(=C4C(=C3O)C(=O)C5=C(C4=O)C(=CC=C5)OC)O)(C(=O)C)O)N)O.Cl. Drug 2: C1=NC2=C(N1)C(=S)N=CN2. Synergy scores: CSS=56.0, Synergy_ZIP=-3.10, Synergy_Bliss=-5.60, Synergy_Loewe=-6.94, Synergy_HSA=-3.49. Cell line: MOLT-4. (2) Drug 1: CC1=C2C(C(=O)C3(C(CC4C(C3C(C(C2(C)C)(CC1OC(=O)C(C(C5=CC=CC=C5)NC(=O)OC(C)(C)C)O)O)OC(=O)C6=CC=CC=C6)(CO4)OC(=O)C)OC)C)OC. Drug 2: CCC1(CC2CC(C3=C(CCN(C2)C1)C4=CC=CC=C4N3)(C5=C(C=C6C(=C5)C78CCN9C7C(C=CC9)(C(C(C8N6C=O)(C(=O)OC)O)OC(=O)C)CC)OC)C(=O)OC)O.OS(=O)(=O)O. Cell line: ACHN. Synergy scores: CSS=34.4, Synergy_ZIP=1.56, Synergy_Bliss=0.0659, Synergy_Loewe=-0.778, Synergy_HSA=2.06. (3) Drug 1: CC(C1=C(C=CC(=C1Cl)F)Cl)OC2=C(N=CC(=C2)C3=CN(N=C3)C4CCNCC4)N. Drug 2: CC12CCC3C(C1CCC2O)C(CC4=C3C=CC(=C4)O)CCCCCCCCCS(=O)CCCC(C(F)(F)F)(F)F. Cell line: TK-10. Synergy scores: CSS=9.54, Synergy_ZIP=0.259, Synergy_Bliss=6.24, Synergy_Loewe=6.55, Synergy_HSA=6.54. (4) Drug 1: C1=C(C(=O)NC(=O)N1)F. Drug 2: CCC1(CC2CC(C3=C(CCN(C2)C1)C4=CC=CC=C4N3)(C5=C(C=C6C(=C5)C78CCN9C7C(C=CC9)(C(C(C8N6C)(C(=O)OC)O)OC(=O)C)CC)OC)C(=O)OC)O.OS(=O)(=O)O. Cell line: A549. Synergy scores: CSS=57.2, Synergy_ZIP=0.00600, Synergy_Bliss=-1.70, Synergy_Loewe=1.85, Synergy_HSA=2.37.